From a dataset of Forward reaction prediction with 1.9M reactions from USPTO patents (1976-2016). Predict the product of the given reaction. (1) Given the reactants [NH:1]1[C:5]2[CH:6]=[CH:7][CH:8]=[CH:9][C:4]=2[N:3]=[C:2]1[CH:10]([NH2:20])[CH2:11][C:12]1[CH:17]=[CH:16][C:15]([O:18][CH3:19])=[CH:14][CH:13]=1.[CH3:21][O:22][C:23]1[C:28]([CH2:29][NH2:30])=[CH:27][CH:26]=[CH:25][N:24]=1.[C:31](O)(C(F)(F)F)=[O:32], predict the reaction product. The product is: [NH:1]1[C:5]2[CH:6]=[CH:7][CH:8]=[CH:9][C:4]=2[N:3]=[C:2]1[CH:10]([NH:20][C:31]([NH:30][CH2:29][C:28]1[C:23]([O:22][CH3:21])=[N:24][CH:25]=[CH:26][CH:27]=1)=[O:32])[CH2:11][C:12]1[CH:17]=[CH:16][C:15]([O:18][CH3:19])=[CH:14][CH:13]=1. (2) Given the reactants [F:1][C:2]1[CH:3]=[C:4]([C@H:8]2[CH2:12][C@@H:11]([OH:13])[CH2:10][N:9]2[C:14]2[CH:19]=[CH:18][N:17]3[N:20]=[CH:21][C:22]([C:23]([OH:25])=O)=[C:16]3[N:15]=2)[CH:5]=[CH:6][CH:7]=1.[CH3:26][NH2:27], predict the reaction product. The product is: [F:1][C:2]1[CH:3]=[C:4]([C@H:8]2[CH2:12][C@@H:11]([OH:13])[CH2:10][N:9]2[C:14]2[CH:19]=[CH:18][N:17]3[N:20]=[CH:21][C:22]([C:23]([NH:27][CH3:26])=[O:25])=[C:16]3[N:15]=2)[CH:5]=[CH:6][CH:7]=1. (3) Given the reactants [Br:1][C:2]1[CH:3]=[CH:4][C:5](F)=[C:6]([CH:9]=1)[CH:7]=O.C(=O)(O)O.[NH2:15][C:16]([NH2:18])=[NH:17], predict the reaction product. The product is: [NH2:18][C:16]1[N:17]=[CH:7][C:6]2[C:5](=[CH:4][CH:3]=[C:2]([Br:1])[CH:9]=2)[N:15]=1.